From a dataset of NCI-60 drug combinations with 297,098 pairs across 59 cell lines. Regression. Given two drug SMILES strings and cell line genomic features, predict the synergy score measuring deviation from expected non-interaction effect. (1) Drug 1: CC1=C2C(C(=O)C3(C(CC4C(C3C(C(C2(C)C)(CC1OC(=O)C(C(C5=CC=CC=C5)NC(=O)C6=CC=CC=C6)O)O)OC(=O)C7=CC=CC=C7)(CO4)OC(=O)C)O)C)OC(=O)C. Drug 2: C#CCC(CC1=CN=C2C(=N1)C(=NC(=N2)N)N)C3=CC=C(C=C3)C(=O)NC(CCC(=O)O)C(=O)O. Cell line: EKVX. Synergy scores: CSS=-0.657, Synergy_ZIP=1.00, Synergy_Bliss=-1.74, Synergy_Loewe=1.49, Synergy_HSA=-1.61. (2) Drug 1: CCC(=C(C1=CC=CC=C1)C2=CC=C(C=C2)OCCN(C)C)C3=CC=CC=C3.C(C(=O)O)C(CC(=O)O)(C(=O)O)O. Drug 2: C1=NC(=NC(=O)N1C2C(C(C(O2)CO)O)O)N. Cell line: TK-10. Synergy scores: CSS=13.8, Synergy_ZIP=-3.01, Synergy_Bliss=1.16, Synergy_Loewe=-24.4, Synergy_HSA=-4.04. (3) Drug 1: COC1=NC(=NC2=C1N=CN2C3C(C(C(O3)CO)O)O)N. Drug 2: C1CCC(C(C1)N)N.C(=O)(C(=O)[O-])[O-].[Pt+4]. Cell line: UACC62. Synergy scores: CSS=17.4, Synergy_ZIP=-7.77, Synergy_Bliss=-0.497, Synergy_Loewe=-12.1, Synergy_HSA=-0.867. (4) Drug 1: C1=C(C(=O)NC(=O)N1)N(CCCl)CCCl. Drug 2: C1CN(CCN1C(=O)CCBr)C(=O)CCBr. Cell line: SF-268. Synergy scores: CSS=50.8, Synergy_ZIP=3.31, Synergy_Bliss=5.73, Synergy_Loewe=-0.389, Synergy_HSA=6.89. (5) Drug 1: CC12CCC(CC1=CCC3C2CCC4(C3CC=C4C5=CN=CC=C5)C)O. Drug 2: CC1C(C(CC(O1)OC2CC(CC3=C2C(=C4C(=C3O)C(=O)C5=C(C4=O)C(=CC=C5)OC)O)(C(=O)C)O)N)O.Cl. Cell line: CCRF-CEM. Synergy scores: CSS=30.3, Synergy_ZIP=3.25, Synergy_Bliss=5.83, Synergy_Loewe=-20.0, Synergy_HSA=6.63. (6) Drug 2: CC1=C(C=C(C=C1)C(=O)NC2=CC(=CC(=C2)C(F)(F)F)N3C=C(N=C3)C)NC4=NC=CC(=N4)C5=CN=CC=C5. Cell line: A498. Drug 1: C1CC(=O)NC(=O)C1N2CC3=C(C2=O)C=CC=C3N. Synergy scores: CSS=-3.49, Synergy_ZIP=0.197, Synergy_Bliss=-0.170, Synergy_Loewe=-4.65, Synergy_HSA=-4.63. (7) Drug 1: CC=C1C(=O)NC(C(=O)OC2CC(=O)NC(C(=O)NC(CSSCCC=C2)C(=O)N1)C(C)C)C(C)C. Drug 2: CC1C(C(CC(O1)OC2CC(CC3=C2C(=C4C(=C3O)C(=O)C5=CC=CC=C5C4=O)O)(C(=O)C)O)N)O. Cell line: NCI-H322M. Synergy scores: CSS=75.6, Synergy_ZIP=2.73, Synergy_Bliss=0.0913, Synergy_Loewe=1.09, Synergy_HSA=2.57.